This data is from Peptide-MHC class I binding affinity with 185,985 pairs from IEDB/IMGT. The task is: Regression. Given a peptide amino acid sequence and an MHC pseudo amino acid sequence, predict their binding affinity value. This is MHC class I binding data. (1) The binding affinity (normalized) is 0.0847. The peptide sequence is ISSGETRSF. The MHC is HLA-A02:11 with pseudo-sequence HLA-A02:11. (2) The peptide sequence is EVLKAMSLY. The MHC is HLA-B46:01 with pseudo-sequence HLA-B46:01. The binding affinity (normalized) is 0.0847.